From a dataset of Forward reaction prediction with 1.9M reactions from USPTO patents (1976-2016). Predict the product of the given reaction. (1) Given the reactants [Cl:1][C:2]1[C:9]([O:10][CH3:11])=[C:8]([O:12][CH3:13])[CH:7]=[CH:6][C:3]=1[CH:4]=O.S([C:18]1[CH:24]=[CH:23][C:21](C)=[CH:20][CH:19]=1)(O)(=O)=O.[OH:25][NH:26][C:27]([NH:29][NH:30]C1C=CC=CC=1)=[NH:28], predict the reaction product. The product is: [Cl:1][C:2]1[C:9]([O:10][CH3:11])=[C:8]([O:12][CH3:13])[CH:7]=[CH:6][C:3]=1[CH:4]=[N:30][NH:29][C:27]([NH:26][OH:25])=[N:28][C:18]1[CH:24]=[CH:23][CH:21]=[CH:20][CH:19]=1. (2) Given the reactants [NH:1]1[CH:5]=[CH:4][CH:3]=[C:2]1[CH:6]=[O:7].Cl[C:9]1[N:14]=[CH:13][CH:12]=[CH:11][N:10]=1.C(=O)([O-])[O-].[Cs+].[Cs+].CN1CCCC1=O, predict the reaction product. The product is: [N:10]1[CH:11]=[CH:12][CH:13]=[N:14][C:9]=1[N:1]1[CH:5]=[CH:4][CH:3]=[C:2]1[CH:6]=[O:7]. (3) Given the reactants Br[CH2:2][C:3]1[C:4]([O:6][C:7](=[O:10])[C:8]=1[CH3:9])=[O:5].[OH-:11].[Na+].Cl.[Cl-].[Na+], predict the reaction product. The product is: [OH:11][CH2:2][C:3]1[C:4]([O:6][C:7](=[O:10])[C:8]=1[CH3:9])=[O:5].